This data is from Catalyst prediction with 721,799 reactions and 888 catalyst types from USPTO. The task is: Predict which catalyst facilitates the given reaction. (1) Reactant: [C:1]([O:5][C:6](=[O:17])[C:7]1[CH:12]=[C:11]([CH:13]=[CH2:14])[C:10]([CH:15]=[CH2:16])=[N:9][CH:8]=1)([CH3:4])([CH3:3])[CH3:2].CO. Product: [C:1]([O:5][C:6](=[O:17])[C:7]1[CH:12]=[C:11]([CH2:13][CH3:14])[C:10]([CH2:15][CH3:16])=[N:9][CH:8]=1)([CH3:3])([CH3:4])[CH3:2]. The catalyst class is: 123. (2) Reactant: [S:1]1[CH:5]=[CH:4][C:3]2[CH:6]=[C:7]([CH:10]3[C:19]4[C:14](=[CH:15][CH:16]=[CH:17][CH:18]=4)[CH2:13][NH:12][CH2:11]3)[CH:8]=[CH:9][C:2]1=2.C([O:22][C:23]1([O:26][Si](C)(C)C)[CH2:25][CH2:24]1)C.[C:31]([OH:34])(=[O:33])C.C([BH3-])#N.[Na+]. Product: [C:23]([OH:22])(=[O:26])/[CH:25]=[CH:24]/[C:31]([OH:34])=[O:33].[S:1]1[CH:5]=[CH:4][C:3]2[CH:6]=[C:7]([CH:10]3[C:19]4[C:14](=[CH:15][CH:16]=[CH:17][CH:18]=4)[CH2:13][N:12]([CH:23]4[CH2:25][CH2:24]4)[CH2:11]3)[CH:8]=[CH:9][C:2]1=2. The catalyst class is: 6. (3) The catalyst class is: 13. Reactant: [CH3:1][C:2]1[CH:11]=[CH:10][C:9]2[C:4](=[CH:5][CH:6]=[CH:7][CH:8]=2)[CH:3]=1.[Br:12]N1C(C)(C)C(=O)N(Br)C1=O. Product: [Br:12][CH2:1][C:2]1[CH:11]=[CH:10][C:9]2[C:4](=[CH:5][CH:6]=[CH:7][CH:8]=2)[CH:3]=1.